This data is from NCI-60 drug combinations with 297,098 pairs across 59 cell lines. The task is: Regression. Given two drug SMILES strings and cell line genomic features, predict the synergy score measuring deviation from expected non-interaction effect. Drug 1: CN(C(=O)NC(C=O)C(C(C(CO)O)O)O)N=O. Drug 2: B(C(CC(C)C)NC(=O)C(CC1=CC=CC=C1)NC(=O)C2=NC=CN=C2)(O)O. Cell line: SR. Synergy scores: CSS=93.0, Synergy_ZIP=3.61, Synergy_Bliss=3.37, Synergy_Loewe=4.50, Synergy_HSA=5.39.